From a dataset of NCI-60 drug combinations with 297,098 pairs across 59 cell lines. Regression. Given two drug SMILES strings and cell line genomic features, predict the synergy score measuring deviation from expected non-interaction effect. (1) Drug 1: C1C(C(OC1N2C=NC(=NC2=O)N)CO)O. Drug 2: CC1C(C(CC(O1)OC2CC(CC3=C2C(=C4C(=C3O)C(=O)C5=C(C4=O)C(=CC=C5)OC)O)(C(=O)CO)O)N)O.Cl. Cell line: SNB-19. Synergy scores: CSS=40.8, Synergy_ZIP=-5.52, Synergy_Bliss=-6.65, Synergy_Loewe=-18.5, Synergy_HSA=-2.00. (2) Drug 1: C1=NC2=C(N=C(N=C2N1C3C(C(C(O3)CO)O)O)F)N. Drug 2: CCC1(CC2CC(C3=C(CCN(C2)C1)C4=CC=CC=C4N3)(C5=C(C=C6C(=C5)C78CCN9C7C(C=CC9)(C(C(C8N6C)(C(=O)OC)O)OC(=O)C)CC)OC)C(=O)OC)O.OS(=O)(=O)O. Cell line: OVCAR3. Synergy scores: CSS=-0.440, Synergy_ZIP=-1.03, Synergy_Bliss=-1.26, Synergy_Loewe=-2.16, Synergy_HSA=-3.10. (3) Drug 1: C1CC(=O)NC(=O)C1N2CC3=C(C2=O)C=CC=C3N. Drug 2: C1=NNC2=C1C(=O)NC=N2. Cell line: SK-OV-3. Synergy scores: CSS=5.08, Synergy_ZIP=-1.26, Synergy_Bliss=1.64, Synergy_Loewe=1.14, Synergy_HSA=1.79. (4) Drug 1: CCN(CC)CCNC(=O)C1=C(NC(=C1C)C=C2C3=C(C=CC(=C3)F)NC2=O)C. Drug 2: C(CCl)NC(=O)N(CCCl)N=O. Cell line: K-562. Synergy scores: CSS=1.54, Synergy_ZIP=-1.67, Synergy_Bliss=-6.92, Synergy_Loewe=-14.6, Synergy_HSA=-12.1. (5) Drug 1: C1CCC(C1)C(CC#N)N2C=C(C=N2)C3=C4C=CNC4=NC=N3. Drug 2: B(C(CC(C)C)NC(=O)C(CC1=CC=CC=C1)NC(=O)C2=NC=CN=C2)(O)O. Cell line: NCI-H322M. Synergy scores: CSS=0.833, Synergy_ZIP=2.72, Synergy_Bliss=2.79, Synergy_Loewe=0.611, Synergy_HSA=0.163. (6) Drug 1: CN(CC1=CN=C2C(=N1)C(=NC(=N2)N)N)C3=CC=C(C=C3)C(=O)NC(CCC(=O)O)C(=O)O. Drug 2: C1=NC2=C(N1)C(=S)N=CN2. Cell line: CAKI-1. Synergy scores: CSS=40.7, Synergy_ZIP=-2.12, Synergy_Bliss=-1.10, Synergy_Loewe=-5.47, Synergy_HSA=-2.05. (7) Drug 1: CN1C(=O)N2C=NC(=C2N=N1)C(=O)N. Drug 2: C1=CN(C=N1)CC(O)(P(=O)(O)O)P(=O)(O)O. Cell line: NCIH23. Synergy scores: CSS=-3.12, Synergy_ZIP=4.03, Synergy_Bliss=4.60, Synergy_Loewe=-5.22, Synergy_HSA=-2.51. (8) Drug 1: C1C(C(OC1N2C=NC(=NC2=O)N)CO)O. Drug 2: C(CN)CNCCSP(=O)(O)O. Cell line: NCI/ADR-RES. Synergy scores: CSS=2.87, Synergy_ZIP=2.34, Synergy_Bliss=3.49, Synergy_Loewe=0.789, Synergy_HSA=-3.24.